This data is from Peptide-MHC class I binding affinity with 185,985 pairs from IEDB/IMGT. The task is: Regression. Given a peptide amino acid sequence and an MHC pseudo amino acid sequence, predict their binding affinity value. This is MHC class I binding data. (1) The MHC is HLA-B39:01 with pseudo-sequence HLA-B39:01. The peptide sequence is LFNTIATLY. The binding affinity (normalized) is 0.0847. (2) The peptide sequence is SGVENPGGYCLT. The MHC is H-2-Db with pseudo-sequence H-2-Db. The binding affinity (normalized) is 0.479.